Dataset: Peptide-MHC class I binding affinity with 185,985 pairs from IEDB/IMGT. Task: Regression. Given a peptide amino acid sequence and an MHC pseudo amino acid sequence, predict their binding affinity value. This is MHC class I binding data. (1) The peptide sequence is VLGLGLSLK. The MHC is HLA-A31:01 with pseudo-sequence HLA-A31:01. The binding affinity (normalized) is 0.320. (2) The peptide sequence is MLTNAISSRV. The MHC is HLA-A02:03 with pseudo-sequence HLA-A02:03. The binding affinity (normalized) is 1.00. (3) The binding affinity (normalized) is 0.562. The peptide sequence is MLDDFSAGA. The MHC is HLA-A02:06 with pseudo-sequence HLA-A02:06. (4) The peptide sequence is DEYLCVNAT. The MHC is HLA-B45:01 with pseudo-sequence HLA-B45:01. The binding affinity (normalized) is 0.284. (5) The peptide sequence is RPRLCTREE. The MHC is HLA-B07:02 with pseudo-sequence HLA-B07:02. The binding affinity (normalized) is 0.781. (6) The peptide sequence is LPQTRWQAV. The MHC is HLA-B40:01 with pseudo-sequence HLA-B40:01. The binding affinity (normalized) is 0.0847. (7) The peptide sequence is VSTMAERF. The MHC is H-2-Db with pseudo-sequence H-2-Db. The binding affinity (normalized) is 0. (8) The peptide sequence is HVTQHWPQL. The MHC is HLA-A02:03 with pseudo-sequence HLA-A02:03. The binding affinity (normalized) is 0.0847. (9) The peptide sequence is GRDNRTIISLN. The MHC is Mamu-B03 with pseudo-sequence Mamu-B03. The binding affinity (normalized) is 0.0898. (10) The peptide sequence is ITLFPSYQL. The MHC is HLA-B45:06 with pseudo-sequence HLA-B45:06. The binding affinity (normalized) is 0.213.